The task is: Predict the reactants needed to synthesize the given product.. This data is from Full USPTO retrosynthesis dataset with 1.9M reactions from patents (1976-2016). (1) Given the product [CH3:25][S:22]([C:15]1[CH:16]=[C:17]([CH:20]=[CH:21][C:14]=1[N:13]1[C:9]([C:7]2[NH:8][C:4](=[O:3])[N:5]([C:27]3[CH:32]=[CH:31][CH:30]=[C:29]([C:33]([F:34])([F:36])[F:35])[CH:28]=3)[C:6]=2[CH3:26])=[CH:10][CH:11]=[N:12]1)[C:18]#[N:19])(=[O:23])=[O:24], predict the reactants needed to synthesize it. The reactants are: C([O:3][C:4]1[N:5]([C:27]2[CH:32]=[CH:31][CH:30]=[C:29]([C:33]([F:36])([F:35])[F:34])[CH:28]=2)[C:6]([CH3:26])=[C:7]([C:9]2[N:13]([C:14]3[CH:21]=[CH:20][C:17]([C:18]#[N:19])=[CH:16][C:15]=3[S:22]([CH3:25])(=[O:24])=[O:23])[N:12]=[CH:11][CH:10]=2)[N:8]=1)C. (2) Given the product [CH3:14][CH:13]([CH3:15])[CH2:12][NH:11][C:4]1[C:5]2[N:6]([CH:8]=[CH:9][N:10]=2)[CH:7]=[C:2]([C:16]2[CH:21]=[CH:20][CH:19]=[CH:18][CH:17]=2)[N:3]=1, predict the reactants needed to synthesize it. The reactants are: Br[C:2]1[N:3]=[C:4]([NH:11][CH2:12][CH:13]([CH3:15])[CH3:14])[C:5]2[N:6]([CH:8]=[CH:9][N:10]=2)[CH:7]=1.[C:16]1(B(O)O)[CH:21]=[CH:20][CH:19]=[CH:18][CH:17]=1.C(=O)([O-])[O-].[Na+].[Na+]. (3) Given the product [Br:17][C:14]1[CH:15]=[CH:16][C:11]([C:10]([NH:9][C:6]2[CH:5]=[CH:4][C:3]([CH2:2][NH:1][C:31]3[C:30]4[C:35](=[CH:36][C:27]([CH3:26])=[CH:28][CH:29]=4)[N:34]=[C:33]([Cl:37])[N:32]=3)=[CH:8][CH:7]=2)=[O:18])=[CH:12][CH:13]=1, predict the reactants needed to synthesize it. The reactants are: [NH2:1][CH2:2][C:3]1[CH:8]=[CH:7][C:6]([NH:9][C:10](=[O:18])[C:11]2[CH:16]=[CH:15][C:14]([Br:17])=[CH:13][CH:12]=2)=[CH:5][CH:4]=1.C(N(CC)CC)C.[CH3:26][C:27]1[CH:36]=[C:35]2[C:30]([C:31](Cl)=[N:32][C:33]([Cl:37])=[N:34]2)=[CH:29][CH:28]=1. (4) Given the product [CH2:19]([S:26][C:27]1[CH:28]=[C:29]2[C:30](=[CH:31][CH:32]=1)[CH:6]([C:5]1[CH:8]=[CH:9][C:2]([Br:1])=[CH:3][C:4]=1[O:10][CH3:11])[NH:35][CH2:34][CH2:33]2)[C:20]1[CH:21]=[CH:22][CH:23]=[CH:24][CH:25]=1, predict the reactants needed to synthesize it. The reactants are: [Br:1][C:2]1[CH:9]=[CH:8][C:5]([CH:6]=O)=[C:4]([O:10][CH3:11])[CH:3]=1.[O-]S([O-])(=O)=O.[Mg+2].Br.[CH2:19]([S:26][C:27]1[CH:28]=[C:29]([CH2:33][CH2:34][NH2:35])[CH:30]=[CH:31][CH:32]=1)[C:20]1[CH:25]=[CH:24][CH:23]=[CH:22][CH:21]=1.C(N(CC)CC)C. (5) Given the product [CH3:8][N:9]([CH3:19])[C:10]1[CH:15]=[CH:14][C:13]([C@H:5]2[CH2:4][CH2:3][C:1](=[O:7])[CH2:6]2)=[CH:12][CH:11]=1, predict the reactants needed to synthesize it. The reactants are: [C:1]1(=[O:7])[CH2:6][CH2:5][CH2:4][CH:3]=C1.[CH3:8][N:9]([CH3:19])[C:10]1[CH:15]=[CH:14][C:13](B(O)O)=[CH:12][CH:11]=1.C(C1C=CC(B(O)O)=CC=1)(C)(C)C. (6) Given the product [CH3:2][C@@H:3]([NH2:12])[C@@H:4]([OH:11])[C:5]1[CH:6]=[CH:7][CH:8]=[CH:9][CH:10]=1.[ClH:1], predict the reactants needed to synthesize it. The reactants are: [ClH:1].[CH3:2][CH:3]([NH2:12])[CH:4]([OH:11])[C:5]1[CH:10]=[CH:9][CH:8]=[CH:7][CH:6]=1. (7) Given the product [Br:1][C:2]1[CH:7]=[CH:6][C:5]([C:14]#[C:13][Si:10]([CH3:12])([CH3:11])[CH3:9])=[CH:4][CH:3]=1, predict the reactants needed to synthesize it. The reactants are: [Br:1][C:2]1[CH:7]=[CH:6][C:5](I)=[CH:4][CH:3]=1.[CH3:9][Si:10]([C:13]#[CH:14])([CH3:12])[CH3:11]. (8) The reactants are: [CH2:1]([O:3][C:4](=[O:36])[CH:5]([C:13]1[NH:14][C:15]2[C:20]([C:21]=1[S:22][C:23]([CH3:26])([CH3:25])[CH3:24])=[CH:19][C:18]([O:27][CH2:28][C:29]1[CH:34]=[CH:33][C:32]([CH3:35])=[CH:31][N:30]=1)=[CH:17][CH:16]=2)[CH2:6][C:7]1[CH:12]=[CH:11][CH:10]=[CH:9][CH:8]=1)[CH3:2].Br[CH2:38][CH:39]1[CH2:41][CH2:40]1. Given the product [CH2:1]([O:3][C:4](=[O:36])[CH:5]([C:13]1[N:14]([CH2:38][CH:39]2[CH2:41][CH2:40]2)[C:15]2[C:20]([C:21]=1[S:22][C:23]([CH3:25])([CH3:26])[CH3:24])=[CH:19][C:18]([O:27][CH2:28][C:29]1[CH:34]=[CH:33][C:32]([CH3:35])=[CH:31][N:30]=1)=[CH:17][CH:16]=2)[CH2:6][C:7]1[CH:8]=[CH:9][CH:10]=[CH:11][CH:12]=1)[CH3:2], predict the reactants needed to synthesize it. (9) The reactants are: [C@:1]12([CH3:13])[C:7]([CH3:9])([CH3:8])[CH:4]([CH2:5][CH2:6]1)[CH2:3][CH:2]2[C:10](Cl)=[O:11].[N+:14]([C:17]1[CH:22]=[CH:21][CH:20]=[CH:19][C:18]=1[CH:23]([OH:28])[C:24]([CH3:27])([CH3:26])[CH3:25])([O-:16])=[O:15]. Given the product [C@:1]12([CH3:13])[C:7]([CH3:9])([CH3:8])[CH:4]([CH2:5][CH2:6]1)[CH2:3][CH:2]2[C:10]([O:28][CH:23]([C:18]1[CH:19]=[CH:20][CH:21]=[CH:22][C:17]=1[N+:14]([O-:16])=[O:15])[C:24]([CH3:25])([CH3:26])[CH3:27])=[O:11], predict the reactants needed to synthesize it.